This data is from Reaction yield outcomes from USPTO patents with 853,638 reactions. The task is: Predict the reaction yield, written as a fraction of the theoretical maximum amount of product (1.0 means a 100% yield; for example, 0.34 means a 34% yield). (1) The reactants are [BH4-].[Na+].[Cl:3][C:4]1[CH:5]=[C:6]([C:10](=[O:29])[CH:11]([CH2:17][C:18]2[CH:19]=[CH:20][C:21]3[O:25][CH2:24][C:23]([CH3:27])([CH3:26])[C:22]=3[CH:28]=2)[C:12]([O:14][CH2:15][CH3:16])=[O:13])[CH:7]=[CH:8][CH:9]=1. The catalyst is CCOCC.[Cl-].[Zn+2].[Cl-]. The yield is 0.860. The product is [Cl:3][C:4]1[CH:5]=[C:6]([CH:10]([OH:29])[CH:11]([CH2:17][C:18]2[CH:19]=[CH:20][C:21]3[O:25][CH2:24][C:23]([CH3:26])([CH3:27])[C:22]=3[CH:28]=2)[C:12]([O:14][CH2:15][CH3:16])=[O:13])[CH:7]=[CH:8][CH:9]=1. (2) The yield is 0.850. The catalyst is ClCCl. The product is [F:1][C:2]1[CH:11]=[C:10]([C:12](=[O:14])[CH3:13])[C:9]([N:15]2[CH2:16][CH2:17][N:18]([C:27]([C:25]3[CH:24]=[N:23][N:22]([CH3:21])[CH:26]=3)=[O:28])[CH2:19][CH2:20]2)=[C:8]2[C:3]=1[CH:4]=[CH:5][CH:6]=[N:7]2. The reactants are [F:1][C:2]1[CH:11]=[C:10]([C:12](=[O:14])[CH3:13])[C:9]([N:15]2[CH2:20][CH2:19][NH:18][CH2:17][CH2:16]2)=[C:8]2[C:3]=1[CH:4]=[CH:5][CH:6]=[N:7]2.[CH3:21][N:22]1[CH:26]=[C:25]([C:27](Cl)=[O:28])[CH:24]=[N:23]1.C(N(CC)CC)C.